From a dataset of Full USPTO retrosynthesis dataset with 1.9M reactions from patents (1976-2016). Predict the reactants needed to synthesize the given product. (1) Given the product [CH3:25][O:26][CH2:27][CH2:28][NH:29][C:2]1[N:7]=[CH:6][C:5]([C:8]2[NH:16][C:15]3[C:14](=[O:17])[N:13]([CH2:18][CH2:19][CH3:20])[C:12](=[O:21])[N:11]([CH2:22][CH2:23][CH3:24])[C:10]=3[CH:9]=2)=[CH:4][CH:3]=1, predict the reactants needed to synthesize it. The reactants are: Cl[C:2]1[N:7]=[CH:6][C:5]([C:8]2[NH:16][C:15]3[C:14](=[O:17])[N:13]([CH2:18][CH2:19][CH3:20])[C:12](=[O:21])[N:11]([CH2:22][CH2:23][CH3:24])[C:10]=3[CH:9]=2)=[CH:4][CH:3]=1.[CH3:25][O:26][CH2:27][CH2:28][NH2:29]. (2) Given the product [N:9]1([C:13]([C:15]2[CH:16]=[C:17]([Cl:37])[C:18]([O:21][C:22]3[CH:23]=[C:24]([CH:28]=[C:29]([O:31][C@H:32]4[CH2:36][CH2:35][O:34][CH2:33]4)[CH:30]=3)[C:25]([NH:38][C:39]3[S:40][CH:41]=[C:42]([CH3:44])[N:43]=3)=[O:27])=[N:19][CH:20]=2)=[O:14])[CH2:10][CH2:11][CH2:12]1, predict the reactants needed to synthesize it. The reactants are: ClC(N(C)C)=C(C)C.[N:9]1([C:13]([C:15]2[CH:16]=[C:17]([Cl:37])[C:18]([O:21][C:22]3[CH:23]=[C:24]([CH:28]=[C:29]([O:31][C@H:32]4[CH2:36][CH2:35][O:34][CH2:33]4)[CH:30]=3)[C:25]([OH:27])=O)=[N:19][CH:20]=2)=[O:14])[CH2:12][CH2:11][CH2:10]1.[NH2:38][C:39]1[S:40][CH:41]=[C:42]([CH3:44])[N:43]=1.N1C=CC=CC=1. (3) Given the product [OH:2][C:3]1[CH:20]=[CH:19][C:6]2[N:7]=[C:8]([C:10]3[CH:15]=[CH:14][CH:13]=[C:12]([OH:16])[C:11]=3[Br:18])[S:9][C:5]=2[CH:4]=1, predict the reactants needed to synthesize it. The reactants are: C[O:2][C:3]1[CH:20]=[CH:19][C:6]2[N:7]=[C:8]([C:10]3[CH:15]=[CH:14][CH:13]=[C:12]([O:16]C)[C:11]=3[Br:18])[S:9][C:5]=2[CH:4]=1.B(Br)(Br)Br. (4) Given the product [Br:6][C:7]1[CH:8]=[N:9][CH:10]=[C:11](/[CH:12]=[CH:15]/[CH:4]([CH3:3])[CH3:5])[CH:14]=1, predict the reactants needed to synthesize it. The reactants are: [Li]C[CH2:3][CH2:4][CH3:5].[Br:6][C:7]1[CH:8]=[N:9][CH:10]=[C:11]([CH:14]=1)[CH:12]=O.[CH2:15]1COCC1.